This data is from hERG potassium channel inhibition data for cardiac toxicity prediction from Karim et al.. The task is: Regression/Classification. Given a drug SMILES string, predict its toxicity properties. Task type varies by dataset: regression for continuous values (e.g., LD50, hERG inhibition percentage) or binary classification for toxic/non-toxic outcomes (e.g., AMES mutagenicity, cardiotoxicity, hepatotoxicity). Dataset: herg_karim. (1) The drug is N#Cc1cnc(Nc2cc(NC[C@@H]3CNCCO3)c(-c3cccc(F)c3)cn2)cn1. The result is 1 (blocker). (2) The molecule is CC[C@H]1C[C@@H]2C[C@H]3c4[nH]c5ccc(OC)cc5c4CCN(C2)[C@@H]13. The result is 1 (blocker). (3) The compound is Clc1ccc(C(c2ccccc2Cl)C(Cl)(Cl)Cl)cc1. The result is 1 (blocker). (4) The drug is C[N+](C)CCC=C1c2ccccc2CCc2ccccc21. The result is 0 (non-blocker). (5) The drug is CC(=O)NCC(=O)N1[C@H]2CC[C@@H]1c1cc(Nc3ncc(C(F)(F)F)c(NC4CCC4)n3)ccc12. The result is 0 (non-blocker). (6) The drug is O=C1COc2ccc(CNC34CCC(CC5(O)Cn6c(=O)ccc7ncc(F)c5c76)(CC3)OC4)cc2N1. The result is 1 (blocker). (7) The drug is NC(=O)C(c1ccccc1)(c1ccccc1)c1ccccc1. The result is 1 (blocker).